This data is from Forward reaction prediction with 1.9M reactions from USPTO patents (1976-2016). The task is: Predict the product of the given reaction. (1) Given the reactants [CH2:1]([NH+:3]([CH2:6][CH3:7])[CH2:4][CH3:5])[CH3:2].[CH3:8][CH2:9][N:10]([C:13]([SH:15])=[S:14])[CH2:11][CH3:12].C(=S)=S.C(N(CC)CC)C.C(NCC)C, predict the reaction product. The product is: [CH2:9]([N:10]([CH2:11][CH3:12])[C:13](=[S:14])[S-:15])[CH3:8].[CH2:1]([NH+:3]([CH2:6][CH3:7])[CH2:4][CH3:5])[CH3:2]. (2) Given the reactants [C:1]([N:4]1[C:13]2[C:8](=[CH:9][C:10]([Br:14])=[CH:11][CH:12]=2)[C@H:7]([NH2:15])[CH2:6][C@@H:5]1[CH3:16])(=[O:3])[CH3:2].C(N(CC)CC)C.[CH3:24][C:25]([O:28][C:29](O[C:29]([O:28][C:25]([CH3:27])([CH3:26])[CH3:24])=[O:30])=[O:30])([CH3:27])[CH3:26], predict the reaction product. The product is: [C:1]([N:4]1[C:13]2[C:8](=[CH:9][C:10]([Br:14])=[CH:11][CH:12]=2)[C@H:7]([NH:15][C:29](=[O:30])[O:28][C:25]([CH3:27])([CH3:26])[CH3:24])[CH2:6][C@@H:5]1[CH3:16])(=[O:3])[CH3:2]. (3) The product is: [NH2:17][C:16]1[C:15]([C:14]([O:13][CH2:11][CH3:12])=[O:22])=[CH:18][N:9]([C:5]2[CH:6]=[CH:7][CH:8]=[C:3]([Br:2])[CH:4]=2)[N:10]=1. Given the reactants Cl.[Br:2][C:3]1[CH:4]=[C:5]([NH:9][NH2:10])[CH:6]=[CH:7][CH:8]=1.[CH2:11]([O:13][C:14](=[O:22])[C:15](=[CH:18]OCC)[C:16]#[N:17])[CH3:12].C([O-])(=O)C.[Na+], predict the reaction product. (4) The product is: [F:14][C:15]([F:27])([F:28])[C:16]1[CH:17]=[C:18]([NH:19][C:8](=[O:10])[C:7]2[CH:11]=[C:3]([N:2]([CH3:1])[CH3:13])[CH:4]=[CH:5][C:6]=2[OH:12])[CH:20]=[C:21]([C:23]([F:24])([F:26])[F:25])[CH:22]=1. Given the reactants [CH3:1][N:2]([CH3:13])[C:3]1[CH:11]=[C:7]([C:8]([OH:10])=O)[C:6]([OH:12])=[CH:5][CH:4]=1.[F:14][C:15]([F:28])([F:27])[C:16]1[CH:17]=[C:18]([CH:20]=[C:21]([C:23]([F:26])([F:25])[F:24])[CH:22]=1)[NH2:19], predict the reaction product. (5) Given the reactants [Cl:1][C:2]1[CH:10]=[CH:9][C:8]([S:11](Cl)(=[O:13])=[O:12])=[CH:7][C:3]=1[C:4]([OH:6])=[O:5].[OH-].[Na+].[CH2:17]([N:19]1[CH2:24][CH2:23][NH:22][CH2:21][CH2:20]1)[CH3:18], predict the reaction product. The product is: [Cl:1][C:2]1[CH:10]=[CH:9][C:8]([S:11]([N:22]2[CH2:23][CH2:24][N:19]([CH2:17][CH3:18])[CH2:20][CH2:21]2)(=[O:13])=[O:12])=[CH:7][C:3]=1[C:4]([OH:6])=[O:5]. (6) Given the reactants [CH3:1][C:2]1([CH3:24])[CH2:23][N:6]2[C:7]3[CH:8]=[CH:9][C:10]([C:19]([O:21]C)=[O:20])=[CH:11][C:12]=3[C:13]3([O:18][CH2:17][CH2:16][CH2:15][O:14]3)[C:5]2=[N:4][CH2:3]1.CCO.[OH-].[Na+].O, predict the reaction product. The product is: [CH3:1][C:2]1([CH3:24])[CH2:23][N:6]2[C:7]3[CH:8]=[CH:9][C:10]([C:19]([OH:21])=[O:20])=[CH:11][C:12]=3[C:13]3([O:14][CH2:15][CH2:16][CH2:17][O:18]3)[C:5]2=[N:4][CH2:3]1. (7) Given the reactants [CH3:1][CH2:2][CH2:3][CH2:4][CH3:5].[CH2:6](O)[CH3:7].[CH:9](O)([CH3:11])[CH3:10].CS(C)=O.[CH2:17](O)C.[CH3:20][CH2:21][CH2:22][CH2:23]CC, predict the reaction product. The product is: [CH3:10][CH:9]1[CH:11]2[CH2:20][CH2:21][CH:22]([CH3:23])[C:5]2=[CH:4][CH:3]([C:6]([CH3:7])=[CH2:17])[CH2:2][CH2:1]1. (8) Given the reactants [F:1][C@H:2]1[C@@H:7]([OH:8])[CH2:6][CH2:5][N:4]([C:9]([O:11][C:12]([CH3:15])([CH3:14])[CH3:13])=[O:10])[CH2:3]1.[H-].[Na+].S(OC)(O[CH3:22])(=O)=O.N, predict the reaction product. The product is: [C:12]([O:11][C:9]([N:4]1[CH2:5][CH2:6][C@H:7]([O:8][CH3:22])[C@H:2]([F:1])[CH2:3]1)=[O:10])([CH3:15])([CH3:14])[CH3:13]. (9) Given the reactants [Cl:1][C:2]1[CH:3]=[CH:4][C:5]([F:11])=[C:6]([CH:10]=1)[C:7]([OH:9])=[O:8].[C:12](Cl)(=O)C(Cl)=O.CO, predict the reaction product. The product is: [Cl:1][C:2]1[CH:3]=[CH:4][C:5]([F:11])=[C:6]([CH:10]=1)[C:7]([O:9][CH3:12])=[O:8].